From a dataset of CYP1A2 inhibition data for predicting drug metabolism from PubChem BioAssay. Regression/Classification. Given a drug SMILES string, predict its absorption, distribution, metabolism, or excretion properties. Task type varies by dataset: regression for continuous measurements (e.g., permeability, clearance, half-life) or binary classification for categorical outcomes (e.g., BBB penetration, CYP inhibition). Dataset: cyp1a2_veith. (1) The drug is COc1ccc(/C=C(/C#N)C(=O)Nc2cc(C)ccc2C)cc1C(=O)O. The result is 0 (non-inhibitor). (2) The drug is C=CCNc1nc(SCC=C)nc2ccsc12. The result is 1 (inhibitor).